From a dataset of Full USPTO retrosynthesis dataset with 1.9M reactions from patents (1976-2016). Predict the reactants needed to synthesize the given product. Given the product [O:39]=[C:34]1[CH2:35][CH2:36][C:37](=[O:38])[N:33]1[O:12][C:11]([C@H:2]1[CH2:3][C:4]2[C:9](=[CH:8][CH:7]=[CH:6][CH:5]=2)[CH2:10][N:1]1[C:14]([O:16][C:17]([CH3:20])([CH3:19])[CH3:18])=[O:15])=[O:13], predict the reactants needed to synthesize it. The reactants are: [N:1]1([C:14]([O:16][C:17]([CH3:20])([CH3:19])[CH3:18])=[O:15])[CH2:10][C:9]2[C:4](=[CH:5][CH:6]=[CH:7][CH:8]=2)[CH2:3][C@@H:2]1[C:11]([OH:13])=[O:12].C(N(CC)CC)C.C(Cl)CCl.O[N:33]1[C:37](=[O:38])[CH2:36][CH2:35][C:34]1=[O:39].